From a dataset of Reaction yield outcomes from USPTO patents with 853,638 reactions. Predict the reaction yield, written as a fraction of the theoretical maximum amount of product (1.0 means a 100% yield; for example, 0.34 means a 34% yield). (1) No catalyst specified. The reactants are [Cl:1][C:2]1[CH:3]=[N:4][C:5]2[C:10]([C:11]=1[C:12](=[CH2:17])[C:13]([O:15][CH3:16])=[O:14])=[N:9][C:8]([O:18][CH3:19])=[CH:7][CH:6]=2.[C:20]([O:24][C:25](=[O:33])[NH:26][CH:27]1[CH2:32][CH2:31][NH:30][CH2:29][CH2:28]1)([CH3:23])([CH3:22])[CH3:21]. The yield is 0.900. The product is [Cl:1][C:2]1[CH:3]=[N:4][C:5]2[C:10]([C:11]=1[CH:12]([CH2:17][N:30]1[CH2:29][CH2:28][CH:27]([NH:26][C:25]([O:24][C:20]([CH3:23])([CH3:22])[CH3:21])=[O:33])[CH2:32][CH2:31]1)[C:13]([O:15][CH3:16])=[O:14])=[N:9][C:8]([O:18][CH3:19])=[CH:7][CH:6]=2. (2) The reactants are [F:1][C:2]1[CH:7]=[C:6]([O:8]C)[CH:5]=[C:4]([F:10])[C:3]=1[CH2:11][CH2:12][C:13]([O:15][CH2:16][CH3:17])=[O:14].[Cl-].[Al+3].[Cl-].[Cl-].C(S)CCCCCCC. The catalyst is ClCCl. The product is [F:1][C:2]1[CH:7]=[C:6]([OH:8])[CH:5]=[C:4]([F:10])[C:3]=1[CH2:11][CH2:12][C:13]([O:15][CH2:16][CH3:17])=[O:14]. The yield is 0.910.